This data is from CYP2C9 inhibition data for predicting drug metabolism from PubChem BioAssay. The task is: Regression/Classification. Given a drug SMILES string, predict its absorption, distribution, metabolism, or excretion properties. Task type varies by dataset: regression for continuous measurements (e.g., permeability, clearance, half-life) or binary classification for categorical outcomes (e.g., BBB penetration, CYP inhibition). Dataset: cyp2c9_veith. (1) The molecule is C[C@H](CCC(=O)O)[C@H]1CC[C@]2(C)[C@@H]3C(=O)C[C@H]4C(C)(C)[C@@H](O)CC[C@]4(C)[C@H]3C(=O)C[C@@]12C. The result is 0 (non-inhibitor). (2) The compound is CCC/C=C(\CCC)C(NC(=O)OCC(C)C)c1ccc(C(=O)OC)cc1. The result is 1 (inhibitor). (3) The drug is CN(C)c1ncnc2ccc(-c3cccc(NS(C)(=O)=O)c3)cc12. The result is 0 (non-inhibitor). (4) The compound is COC(=O)C/C=C\[C@@H](C)[C@@H](/C=N\OC[C@@H](O)COCc1ccco1)OC. The result is 0 (non-inhibitor). (5) The molecule is CNC[C@H](O)c1ccc(O)c(O)c1.O=C(O)[C@@H](O)[C@@H](O)C(=O)O. The result is 0 (non-inhibitor). (6) The molecule is N#Cc1cccc(-c2nccc(NCc3cccnc3)n2)c1. The result is 0 (non-inhibitor). (7) The molecule is Cc1cc(NC(=O)CSc2nnc(-c3ccccc3)n2Cc2ccco2)no1. The result is 1 (inhibitor).